From a dataset of Forward reaction prediction with 1.9M reactions from USPTO patents (1976-2016). Predict the product of the given reaction. (1) Given the reactants [Cl:1][C:2]1[CH:14]=[C:13]2[C:5]([C:6]3[CH:7]=[CH:8][N:9]=[CH:10][C:11]=3[NH:12]2)=[CH:4][CH:3]=1.O.[N+:16]([O-])([OH:18])=[O:17], predict the reaction product. The product is: [Cl:1][C:2]1[CH:14]=[C:13]2[C:5]([C:6]3[CH:7]=[CH:8][N:9]=[CH:10][C:11]=3[N:12]2[N+:16]([O-:18])=[O:17])=[CH:4][CH:3]=1. (2) Given the reactants [CH3:1][C:2]1[CH:7]=[CH:6][CH:5]=[C:4]([CH3:8])[C:3]=1[CH:9]=[CH:10][CH2:11][CH2:12][CH2:13][CH2:14][CH2:15][CH2:16][CH2:17][C:18]([OH:20])=O.C(Cl)(=O)C([Cl:24])=O, predict the reaction product. The product is: [CH3:1][C:2]1[CH:7]=[CH:6][CH:5]=[C:4]([CH3:8])[C:3]=1[CH:9]=[CH:10][CH2:11][CH2:12][CH2:13][CH2:14][CH2:15][CH2:16][CH2:17][C:18]([Cl:24])=[O:20]. (3) Given the reactants Cl[C:2]1[C:11]([C:12]#[N:13])=[C:10]([C:14]2[CH:19]=[CH:18][CH:17]=[CH:16][CH:15]=2)[C:9]2[C:4](=[CH:5][CH:6]=[C:7]([Cl:20])[CH:8]=2)[N:3]=1.[CH3:21][CH:22]1[CH2:26][CH2:25][CH2:24][NH:23]1, predict the reaction product. The product is: [Cl:20][C:7]1[CH:8]=[C:9]2[C:4](=[CH:5][CH:6]=1)[N:3]=[C:2]([N:23]1[CH2:24][CH2:25][CH2:26][CH:22]1[CH3:21])[C:11]([C:12]#[N:13])=[C:10]2[C:14]1[CH:19]=[CH:18][CH:17]=[CH:16][CH:15]=1. (4) Given the reactants Cl.[CH2:2]([O:4][C:5](=[O:38])[C@@H:6]([NH2:37])[CH2:7][NH:8]C([C@@H]1CCCN(C(=O)CCC2CCN(C(OCC3C=CC=CC=3)=O)CC2)C1)=O)[CH3:3].[CH3:39][O:40][CH2:41][CH2:42][C:43](O)=[O:44].ON1C2C=CC=CC=2N=N1.C(N=C=NCCCN(C)C)C, predict the reaction product. The product is: [CH2:2]([O:4][C:5](=[O:38])[C@@H:6]([NH:37][C:43](=[O:44])[CH2:42][CH2:41][O:40][CH3:39])[CH2:7][NH2:8])[CH3:3]. (5) Given the reactants I[C:2]1[CH:10]=[CH:9][C:8]([S:11]([CH3:14])(=[O:13])=[O:12])=[CH:7][C:3]=1[C:4]([OH:6])=[O:5].[Cl:15][C:16]1[CH:21]=[CH:20][C:19](B(O)O)=[CH:18][CH:17]=1, predict the reaction product. The product is: [Cl:15][C:16]1[CH:21]=[CH:20][C:19]([C:2]2[C:3]([C:4]([OH:6])=[O:5])=[CH:7][C:8]([S:11]([CH3:14])(=[O:13])=[O:12])=[CH:9][CH:10]=2)=[CH:18][CH:17]=1. (6) Given the reactants [I:1][C:2]1[C:3]([C:7]([OH:9])=O)=[N:4][NH:5][CH:6]=1.Cl.Cl.[CH3:12][O:13][C:14]1[CH:15]=[C:16]([NH2:21])[C:17]([NH2:20])=[CH:18][CH:19]=1.CN(C(ON1N=NC2C=CC=NC1=2)=[N+](C)C)C.F[P-](F)(F)(F)(F)F.C(N(C(C)C)CC)(C)C, predict the reaction product. The product is: [NH2:20][C:17]1[CH:18]=[CH:19][C:14]([O:13][CH3:12])=[CH:15][C:16]=1[NH:21][C:7]([C:3]1[C:2]([I:1])=[CH:6][NH:5][N:4]=1)=[O:9]. (7) Given the reactants [Cl:1][C:2]1[CH:3]=[C:4]([C@@H:8](O)[CH2:9][N:10]([CH2:18][CH2:19][C:20]2[CH:25]=[CH:24][C:23]([S:26]([C:29]3[CH:34]=[CH:33][C:32]([OH:35])=[CH:31][CH:30]=3)(=[O:28])=[O:27])=[CH:22][CH:21]=2)[C:11](=[O:17])[O:12]C(C)(C)C)[CH:5]=[CH:6][CH:7]=1.[H-].[Na+].Br[C:40]([CH3:47])([CH3:46])[C:41]([O:43][CH2:44][CH3:45])=[O:42].O, predict the reaction product. The product is: [Cl:1][C:2]1[CH:3]=[C:4]([C@H:8]2[O:17][C:11](=[O:12])[N:10]([CH2:18][CH2:19][C:20]3[CH:25]=[CH:24][C:23]([S:26]([C:29]4[CH:34]=[CH:33][C:32]([O:35][C:40]([CH3:47])([CH3:46])[C:41]([O:43][CH2:44][CH3:45])=[O:42])=[CH:31][CH:30]=4)(=[O:27])=[O:28])=[CH:22][CH:21]=3)[CH2:9]2)[CH:5]=[CH:6][CH:7]=1. (8) Given the reactants [C:1]([O:10]C)(=O)[C:2]1[C:3](=[CH:5][CH:6]=[CH:7][CH:8]=1)[SH:4].[C:12]([CH2:14][C:15]([O:17][CH2:18][CH3:19])=[O:16])#[N:13].C(N(CC)CC)C, predict the reaction product. The product is: [O:10]=[C:1]1[C:2]2[CH:8]=[CH:7][CH:6]=[CH:5][C:3]=2[S:4][C:12](=[CH:14][C:15]([O:17][CH2:18][CH3:19])=[O:16])[NH:13]1.